This data is from Full USPTO retrosynthesis dataset with 1.9M reactions from patents (1976-2016). The task is: Predict the reactants needed to synthesize the given product. (1) Given the product [O:7]=[C:6]1[NH:5][C@@H:4]([C:3]([O:2][CH3:1])=[O:18])[CH2:16][NH:17][CH2:19]1, predict the reactants needed to synthesize it. The reactants are: [CH3:1][O:2][C:3](=[O:18])[C@@H:4]([CH2:16][NH2:17])[NH:5][C:6](OCC1C=CC=CC=1)=[O:7].[CH3:19]CN(C(C)C)C(C)C.BrCC(OC)=O. (2) Given the product [CH2:1]([O:4][C:5]1[CH:10]=[CH:9][C:8]([C:11]#[C:12][C:13]2[CH:14]=[CH:15][C:16]([CH:19]([CH3:29])[CH2:20][NH2:21])=[CH:17][CH:18]=2)=[CH:7][CH:6]=1)[CH2:2][CH3:3], predict the reactants needed to synthesize it. The reactants are: [CH2:1]([O:4][C:5]1[CH:10]=[CH:9][C:8]([C:11]#[C:12][C:13]2[CH:18]=[CH:17][C:16]([CH:19]([CH3:29])[CH2:20][NH:21]C(=O)OC(C)(C)C)=[CH:15][CH:14]=2)=[CH:7][CH:6]=1)[CH2:2][CH3:3].Cl. (3) Given the product [C:13]([N:12]([CH3:21])[C@@H:4]([CH2:5][C:6]1[CH:11]=[CH:10][CH:9]=[CH:8][CH:7]=1)[C@H:3]([OH:22])[CH2:2][NH:1][C:29]([C:24]1[CH:25]=[CH:26][CH:27]=[CH:28][N:23]=1)=[O:30])(=[O:20])[C:14]1[CH:19]=[CH:18][CH:17]=[CH:16][CH:15]=1, predict the reactants needed to synthesize it. The reactants are: [NH2:1][CH2:2][C@@H:3]([OH:22])[C@@H:4]([N:12]([CH3:21])[C:13](=[O:20])[C:14]1[CH:19]=[CH:18][CH:17]=[CH:16][CH:15]=1)[CH2:5][C:6]1[CH:11]=[CH:10][CH:9]=[CH:8][CH:7]=1.[N:23]1[CH:28]=[CH:27][CH:26]=[CH:25][C:24]=1[C:29](O)=[O:30].C1C=CC2N(O)N=NC=2C=1.Cl.CCN(C(C)C)C(C)C. (4) The reactants are: Cl[CH2:2][C:3]1[N:4]([CH3:13])[C:5]2[C:10]([N:11]=1)=[CH:9][N:8]=[C:7]([CH3:12])[N:6]=2.[F:14][C:15]1[CH:20]=[CH:19][CH:18]=[C:17]([C:21]2[NH:22][CH:23]=[CH:24][N:25]=2)[N:16]=1.C([O-])([O-])=O.[K+].[K+]. Given the product [F:14][C:15]1[N:16]=[C:17]([C:21]2[N:25]([CH2:2][C:3]3[N:4]([CH3:13])[C:5]4[C:10]([N:11]=3)=[CH:9][N:8]=[C:7]([CH3:12])[N:6]=4)[CH:24]=[CH:23][N:22]=2)[CH:18]=[CH:19][CH:20]=1, predict the reactants needed to synthesize it. (5) Given the product [F:1][C:2]1[CH:3]=[CH:4][CH:5]=[C:6]2[C:11]=1[N:10]=[C:9]([N:12]1[CH2:13][CH2:14][N:15]([C:18]3[CH:23]=[CH:22][CH:21]=[C:20]([O:24][CH3:25])[CH:19]=3)[CH2:16][CH2:17]1)[N:8]([C:26]1[CH:31]=[C:30]([C:32]([F:35])([F:34])[F:33])[CH:29]=[CH:28][C:27]=1[O:36][CH3:37])[CH:7]2[CH2:38][C:39]([O:41][CH3:47])=[O:40], predict the reactants needed to synthesize it. The reactants are: [F:1][C:2]1[CH:3]=[CH:4][CH:5]=[C:6]2[C:11]=1[N:10]=[C:9]([N:12]1[CH2:17][CH2:16][N:15]([C:18]3[CH:23]=[CH:22][CH:21]=[C:20]([O:24][CH3:25])[CH:19]=3)[CH2:14][CH2:13]1)[N:8]([C:26]1[CH:31]=[C:30]([C:32]([F:35])([F:34])[F:33])[CH:29]=[CH:28][C:27]=1[O:36][CH3:37])[CH:7]2[CH2:38][C:39]([OH:41])=[O:40].S(=O)(=O)(O)O.[CH3:47]O. (6) Given the product [CH3:1][O:2][C:3]([CH:5]1[CH2:9][CH2:8][N:7]([CH2:11][CH:12]2[O:17][C:16]3[CH:18]=[CH:19][CH:20]=[CH:21][C:15]=3[O:14][CH2:13]2)[CH2:6]1)=[O:4], predict the reactants needed to synthesize it. The reactants are: [CH3:1][O:2][C:3]([CH:5]1[CH2:9][C:8](=O)[N:7]([CH2:11][CH:12]2[O:17][C:16]3[CH:18]=[CH:19][CH:20]=[CH:21][C:15]=3[O:14][CH2:13]2)[CH2:6]1)=[O:4].[B].CO.Cl. (7) Given the product [CH2:21]([O:23][C:24](=[O:34])[CH2:25][C:26]1[CH:31]=[C:30]([Cl:32])[CH:29]=[CH:28][C:27]=1[O:33][CH2:2][C:3]([N:5]1[CH2:10][CH:9]([CH3:11])[N:8]([CH2:12][C:13]2[CH:18]=[CH:17][C:16]([F:19])=[CH:15][CH:14]=2)[CH2:7][CH:6]1[CH3:20])=[O:4])[CH3:22], predict the reactants needed to synthesize it. The reactants are: Cl[CH2:2][C:3]([N:5]1[CH2:10][C@H:9]([CH3:11])[N:8]([CH2:12][C:13]2[CH:18]=[CH:17][C:16]([F:19])=[CH:15][CH:14]=2)[CH2:7][C@H:6]1[CH3:20])=[O:4].[CH2:21]([O:23][C:24](=[O:34])[CH2:25][C:26]1[CH:31]=[C:30]([Cl:32])[CH:29]=[CH:28][C:27]=1[OH:33])[CH3:22].C(=O)([O-])[O-].[K+].[K+].[I-].[K+]. (8) Given the product [Br:1][C:2]1[CH:3]=[CH:4][C:5]2[N:6]([CH:2]=[C:7]([CH2:8][C@@H:10]3[CH2:12][CH2:3][CH2:4][CH2:5][NH:6]3)[N:9]=2)[C:7]=1[CH3:8], predict the reactants needed to synthesize it. The reactants are: [Br:1][C:2]1[CH:3]=[CH:4][C:5]([NH2:9])=[N:6][C:7]=1[CH3:8].[C:10](O)([C:12](F)(F)F)=O.